This data is from Peptide-MHC class I binding affinity with 185,985 pairs from IEDB/IMGT. The task is: Regression. Given a peptide amino acid sequence and an MHC pseudo amino acid sequence, predict their binding affinity value. This is MHC class I binding data. (1) The peptide sequence is GLKRGGVLL. The MHC is HLA-A24:03 with pseudo-sequence HLA-A24:03. The binding affinity (normalized) is 0.0847. (2) The peptide sequence is RWMCLRRFII. The MHC is HLA-A68:02 with pseudo-sequence HLA-A68:02. The binding affinity (normalized) is 0. (3) The peptide sequence is MTRVTNNVY. The MHC is HLA-A69:01 with pseudo-sequence HLA-A69:01. The binding affinity (normalized) is 0.0847. (4) The peptide sequence is LQQSTYQLV. The MHC is HLA-A02:03 with pseudo-sequence HLA-A02:03. The binding affinity (normalized) is 0.729. (5) The peptide sequence is DRLASTVIY. The MHC is HLA-B27:05 with pseudo-sequence HLA-B27:05. The binding affinity (normalized) is 0.161. (6) The peptide sequence is MLTNASGHA. The MHC is HLA-A02:12 with pseudo-sequence HLA-A02:12. The binding affinity (normalized) is 0.438. (7) The peptide sequence is LCKQYLNL. The MHC is H-2-Kb with pseudo-sequence H-2-Kb. The binding affinity (normalized) is 0.149.